The task is: Regression. Given a peptide amino acid sequence and an MHC pseudo amino acid sequence, predict their binding affinity value. This is MHC class I binding data.. This data is from Peptide-MHC class I binding affinity with 185,985 pairs from IEDB/IMGT. The peptide sequence is KMAHLRKVI. The MHC is H-2-Kb with pseudo-sequence H-2-Kb. The binding affinity (normalized) is 0.209.